This data is from Full USPTO retrosynthesis dataset with 1.9M reactions from patents (1976-2016). The task is: Predict the reactants needed to synthesize the given product. (1) Given the product [ClH:12].[Cl:12][C:11]1[CH:7]=[C:3]([C:4]([NH2:6])=[O:5])[C:1](=[NH:2])[N:16]([CH2:17][C:18]2[CH:23]=[CH:22][CH:21]=[CH:20][C:19]=2[S:24](=[O:26])(=[O:25])[NH:27][CH:28]2[CH2:29][CH2:30]2)[CH:10]=1, predict the reactants needed to synthesize it. The reactants are: [C:1]([CH:3]([CH:7]1[C:11]([Cl:12])=[C:10](Cl)C(=O)O1)[C:4]([NH2:6])=[O:5])#[N:2].Cl.[NH2:16][CH2:17][C:18]1[CH:23]=[CH:22][CH:21]=[CH:20][C:19]=1[S:24]([NH:27][CH:28]1[CH2:30][CH2:29]1)(=[O:26])=[O:25].C(=O)([O-])[O-].[K+].[K+].[OH-].[Na+]. (2) Given the product [C:16]1([CH3:25])[CH:21]=[CH:20][CH:19]=[CH:18][C:17]=1[C:2]1[C:3]([C:8]#[N:9])=[N:4][CH:5]=[CH:6][CH:7]=1, predict the reactants needed to synthesize it. The reactants are: Br[C:2]1[C:3]([C:8]#[N:9])=[N:4][CH:5]=[CH:6][CH:7]=1.C(=O)([O-])[O-].[K+].[K+].[C:16]1([CH3:25])[CH:21]=[CH:20][CH:19]=[CH:18][C:17]=1B(O)O. (3) Given the product [Cl:11][CH2:12][CH2:13][CH2:14][C:15]([C:4]1[CH:5]=[CH:6][C:1]([NH:7][C:8](=[O:10])[CH3:9])=[CH:2][CH:3]=1)=[O:16], predict the reactants needed to synthesize it. The reactants are: [C:1]1([NH:7][C:8](=[O:10])[CH3:9])[CH:6]=[CH:5][CH:4]=[CH:3][CH:2]=1.[Cl:11][CH2:12][CH2:13][CH2:14][C:15](Cl)=[O:16].[Cl-].[Cl-].[Cl-].[Al+3].